This data is from Forward reaction prediction with 1.9M reactions from USPTO patents (1976-2016). The task is: Predict the product of the given reaction. (1) Given the reactants [Br:1][C:2]1[CH:3]=[C:4]([CH2:10][CH2:11][C:12]([O:14][CH3:15])=[O:13])[CH:5]=[C:6]([Cl:9])[C:7]=1[OH:8].[CH:29]1[CH:34]=[CH:33][C:32](P([C:29]2[CH:34]=[CH:33][CH:32]=[CH:31][CH:30]=2)[C:29]2[CH:34]=[CH:33][CH:32]=[CH:31][CH:30]=2)=[CH:31][CH:30]=1.C1(CO)CCCC1.CC(OC(/N=N/C(OC(C)C)=O)=O)C, predict the reaction product. The product is: [Br:1][C:2]1[CH:3]=[C:4]([CH2:10][CH2:11][C:12]([O:14][CH3:15])=[O:13])[CH:5]=[C:6]([Cl:9])[C:7]=1[O:8][CH2:29][CH:34]1[CH2:30][CH2:31][CH2:32][CH2:33]1. (2) Given the reactants [CH3:1][O:2][C:3]1[CH:8]=[CH:7][C:6]([NH:9]N)=[CH:5][CH:4]=1.[CH3:11][CH:12]([CH3:16])[C:13](=O)[CH3:14], predict the reaction product. The product is: [CH3:1][O:2][C:3]1[CH:8]=[C:7]2[C:6](=[CH:5][CH:4]=1)[N:9]=[C:13]([CH3:14])[C:12]2([CH3:16])[CH3:11]. (3) Given the reactants [CH2:1]([C:5]1[CH:10]=[CH:9][C:8](B2OC(C)(C)C(C)(C)O2)=[CH:7][CH:6]=1)[CH2:2][CH2:3][CH3:4].Br[C:21]1[N:26]=[CH:25][C:24]([NH:27][C:28](=[O:34])[O:29][C:30]([CH3:33])([CH3:32])[CH3:31])=[CH:23][CH:22]=1.C([O-])([O-])=O.[Cs+].[Cs+].O, predict the reaction product. The product is: [CH2:1]([C:5]1[CH:10]=[CH:9][C:8]([C:21]2[N:26]=[CH:25][C:24]([NH:27][C:28](=[O:34])[O:29][C:30]([CH3:33])([CH3:32])[CH3:31])=[CH:23][CH:22]=2)=[CH:7][CH:6]=1)[CH2:2][CH2:3][CH3:4]. (4) Given the reactants [CH2:1]([CH2:13][O:14][C:15]1[CH:22]=[CH:21][C:18]([CH:19]=O)=[CH:17][C:16]=1[O:23][CH3:24])[O:2][C:3]1[CH:10]=[CH:9][C:6]([CH:7]=O)=[CH:5][C:4]=1[O:11][CH3:12].[C:25]([NH:28][NH2:29])([NH2:27])=[NH:26].[ClH:30], predict the reaction product. The product is: [ClH:30].[ClH:30].[C:25]([NH:28][N:29]=[CH:7][C:6]1[CH:9]=[CH:10][C:3]([O:2][CH2:1][CH2:13][O:14][C:15]2[CH:22]=[CH:21][C:18]([CH:19]=[N:29][NH:28][C:25](=[NH:26])[NH2:27])=[CH:17][C:16]=2[O:23][CH3:24])=[C:4]([O:11][CH3:12])[CH:5]=1)(=[NH:27])[NH2:26]. (5) Given the reactants [C:1]1([CH2:7][N:8]=[C:9]([CH3:11])[CH3:10])[CH:6]=[CH:5][CH:4]=[CH:3][CH:2]=1.[CH2:12]([Mg]Br)[CH:13]=C.[CH2:17](OCC)C.[Cl-].[NH4+], predict the reaction product. The product is: [CH2:7]([NH:8][C:9]([CH3:17])([CH2:11][CH:12]=[CH2:13])[CH3:10])[C:1]1[CH:6]=[CH:5][CH:4]=[CH:3][CH:2]=1. (6) The product is: [Cl:29][C:26]1[CH:27]=[C:28]2[C:23]([C:22]([CH:30]([F:32])[F:31])=[CH:21][N:20]2[S:17]([C:15]2[CH:14]=[CH:13][C:12]([O:33][CH3:34])=[C:11]([CH:8]3[CH2:7][CH2:6][NH:5][CH2:10][CH2:9]3)[CH:16]=2)(=[O:18])=[O:19])=[CH:24][CH:25]=1. Given the reactants ClC(Cl)(Cl)C([N:5]1[CH2:10][CH2:9][CH:8]([C:11]2[CH:16]=[C:15]([S:17]([N:20]3[C:28]4[C:23](=[CH:24][CH:25]=[C:26]([Cl:29])[CH:27]=4)[C:22]([CH:30]([F:32])[F:31])=[CH:21]3)(=[O:19])=[O:18])[CH:14]=[CH:13][C:12]=2[O:33][CH3:34])[CH2:7][CH2:6]1)=O.[OH-].[K+], predict the reaction product.